Dataset: Forward reaction prediction with 1.9M reactions from USPTO patents (1976-2016). Task: Predict the product of the given reaction. (1) Given the reactants [C:1]([C:3]1[CH:4]=[C:5]([CH:10]=[CH:11][C:12]=1[CH:13]1[CH2:18][CH2:17][CH2:16][CH2:15][CH2:14]1)[C:6](OC)=[O:7])#[N:2].[BH4-].[Li+].O1CCCC1, predict the reaction product. The product is: [CH:13]1([C:12]2[CH:11]=[CH:10][C:5]([CH2:6][OH:7])=[CH:4][C:3]=2[C:1]#[N:2])[CH2:14][CH2:15][CH2:16][CH2:17][CH2:18]1. (2) Given the reactants C([O:8][CH2:9][C:10]1([S:13]([NH:16][C:17]2[C:25]3[O:24][CH:23]=[N:22][C:21]=3[C:20]([F:26])=[C:19]([F:27])[C:18]=2[NH:28][C:29]2[CH:34]=[CH:33][C:32]([I:35])=[CH:31][C:30]=2[F:36])(=[O:15])=[O:14])[CH2:12][CH2:11]1)C1C=CC=CC=1.B(Cl)(Cl)Cl, predict the reaction product. The product is: [F:26][C:20]1[C:21]2[N:22]=[CH:23][O:24][C:25]=2[C:17]([NH:16][S:13]([C:10]2([CH2:9][OH:8])[CH2:12][CH2:11]2)(=[O:15])=[O:14])=[C:18]([NH:28][C:29]2[CH:34]=[CH:33][C:32]([I:35])=[CH:31][C:30]=2[F:36])[C:19]=1[F:27].